Dataset: Full USPTO retrosynthesis dataset with 1.9M reactions from patents (1976-2016). Task: Predict the reactants needed to synthesize the given product. (1) Given the product [OH:3][CH2:4][C:6]1[N:7]=[C:8]([C:19]2[CH:20]=[CH:21][C:22]([O:25][CH3:26])=[CH:23][CH:24]=2)[N:9]([C:11]2[CH:12]=[CH:13][C:14]([O:17][CH3:18])=[CH:15][CH:16]=2)[CH:10]=1, predict the reactants needed to synthesize it. The reactants are: C([O:3][C:4]([C:6]1[N:7]=[C:8]([C:19]2[CH:24]=[CH:23][C:22]([O:25][CH3:26])=[CH:21][CH:20]=2)[N:9]([C:11]2[CH:16]=[CH:15][C:14]([O:17][CH3:18])=[CH:13][CH:12]=2)[CH:10]=1)=O)C. (2) Given the product [C:5]1([C:8]2[CH:13]=[CH:12][CH:11]=[CH:10][CH:9]=2)[CH:6]=[CH:7][CH:2]=[CH:3][C:4]=1[C:17]1[CH:22]=[C:21]([C:9]2[CH:10]=[CH:11][CH:12]=[CH:13][C:8]=2[C:5]2[CH:6]=[CH:7][CH:2]=[CH:3][CH:4]=2)[C:20]([C:9]2[CH:10]=[CH:11][CH:12]=[CH:13][C:8]=2[C:5]2[CH:6]=[CH:7][CH:2]=[CH:3][CH:4]=2)=[CH:19][C:18]=1[C:13]1[CH:12]=[CH:11][CH:10]=[CH:9][C:8]=1[C:5]1[CH:4]=[CH:3][CH:2]=[CH:7][CH:6]=1, predict the reactants needed to synthesize it. The reactants are: Br[C:2]1[CH:7]=[CH:6][C:5]([C:8]2[CH:13]=[CH:12][CH:11]=[CH:10][CH:9]=2)=[CH:4][CH:3]=1.II.Br[C:17]1[C:22](Br)=[C:21](Br)[C:20](Br)=[C:19](Br)[C:18]=1Br. (3) Given the product [F:41][C:2]([F:1])([F:40])[C:3]1[CH:4]=[C:5]([CH:33]=[C:34]([C:36]([F:37])([F:39])[F:38])[CH:35]=1)[CH2:6][N:7]([CH2:21][C:22]1[CH:27]=[C:26]([C:28]([F:31])([F:30])[F:29])[CH:25]=[CH:24][C:23]=1[O:32][S:50]([C:49]([F:62])([F:61])[F:48])(=[O:52])=[O:51])[C:8]1[N:13]=[CH:12][C:11]([O:14][CH2:15][CH2:16][S:17]([CH3:20])(=[O:19])=[O:18])=[CH:10][N:9]=1, predict the reactants needed to synthesize it. The reactants are: [F:1][C:2]([F:41])([F:40])[C:3]1[CH:4]=[C:5]([CH:33]=[C:34]([C:36]([F:39])([F:38])[F:37])[CH:35]=1)[CH2:6][N:7]([CH2:21][C:22]1[CH:27]=[C:26]([C:28]([F:31])([F:30])[F:29])[CH:25]=[CH:24][C:23]=1[OH:32])[C:8]1[N:13]=[CH:12][C:11]([O:14][CH2:15][CH2:16][S:17]([CH3:20])(=[O:19])=[O:18])=[CH:10][N:9]=1.N1C=CC=CC=1.[F:48][C:49]([F:62])([F:61])[S:50](O[S:50]([C:49]([F:62])([F:61])[F:48])(=[O:52])=[O:51])(=[O:52])=[O:51].C(=O)(O)[O-].[Na+]. (4) Given the product [C:12]([O:11][C:9](=[O:10])[NH:8][CH2:7][C:6]([CH2:16][NH:17][C:18]([O:20][C:21]([CH3:24])([CH3:23])[CH3:22])=[O:19])=[CH:5][CH2:4][OH:3])([CH3:14])([CH3:15])[CH3:13], predict the reactants needed to synthesize it. The reactants are: C([O:3][C:4](=O)[CH:5]=[C:6]([CH2:16][NH:17][C:18]([O:20][C:21]([CH3:24])([CH3:23])[CH3:22])=[O:19])[CH2:7][NH:8][C:9]([O:11][C:12]([CH3:15])([CH3:14])[CH3:13])=[O:10])C.C(=O)=O.CC(C)=O.[H-].C([Al+]CC(C)C)C(C)C. (5) Given the product [NH2:14][O:13][CH2:12][CH2:11][NH:10][C:9](=[O:25])[O:8][CH2:1][C:2]1[CH:7]=[CH:6][CH:5]=[CH:4][CH:3]=1, predict the reactants needed to synthesize it. The reactants are: [CH2:1]([O:8][C:9](=[O:25])[NH:10][CH2:11][CH2:12][O:13][N:14]1C(=O)C2C(=CC=CC=2)C1=O)[C:2]1[CH:7]=[CH:6][CH:5]=[CH:4][CH:3]=1. (6) Given the product [Br:25][C:13]1[N:12]([C:16]2[CH:21]=[CH:20][CH:19]=[CH:18][C:17]=2[CH3:22])[C:10]2=[N:11][C:6]([OH:5])=[CH:7][CH:8]=[C:9]2[N:14]=1, predict the reactants needed to synthesize it. The reactants are: CS([O:5][C:6]1[N:11]=[C:10]2[N:12]([C:16]3[CH:21]=[CH:20][CH:19]=[CH:18][C:17]=3[CH3:22])[C:13](O)=[N:14][C:9]2=[CH:8][CH:7]=1)(=O)=O.P(Br)(Br)([Br:25])=O. (7) Given the product [Cl:49][C:50]1[CH:66]=[CH:65][C:53]2[NH:54][C:55]([CH:57]([C:58]3[CH:63]=[CH:62][CH:61]=[CH:60][CH:59]=3)[NH:64][C:5](=[O:7])[C:4]3[CH:8]=[CH:9][C:10]([C:11]([N:13]4[CH2:17][CH2:16][CH2:15][CH2:14]4)=[O:12])=[C:2]([CH3:1])[CH:3]=3)=[N:56][C:52]=2[CH:51]=1, predict the reactants needed to synthesize it. The reactants are: [CH3:1][C:2]1[CH:3]=[C:4]([CH:8]=[CH:9][C:10]=1[C:11]([N:13]1[CH2:17][CH2:16][CH2:15][CH2:14]1)=[O:12])[C:5]([OH:7])=O.CN(C(ON1N=NC2C=CC=CC1=2)=[N+](C)C)C.[B-](F)(F)(F)F.C(N(C(C)C)CC)(C)C.[Cl:49][C:50]1[CH:66]=[CH:65][C:53]2[N:54]=[C:55]([CH:57]([NH2:64])[C:58]3[CH:63]=[CH:62][CH:61]=[CH:60][CH:59]=3)[NH:56][C:52]=2[CH:51]=1.